Dataset: Peptide-MHC class II binding affinity with 134,281 pairs from IEDB. Task: Regression. Given a peptide amino acid sequence and an MHC pseudo amino acid sequence, predict their binding affinity value. This is MHC class II binding data. (1) The peptide sequence is PFTVRYTTEGGTKTE. The MHC is HLA-DQA10102-DQB10502 with pseudo-sequence HLA-DQA10102-DQB10502. The binding affinity (normalized) is 0. (2) The peptide sequence is ILRQLLTGGVKKGRPSLKLQ. The MHC is HLA-DPA10301-DPB10402 with pseudo-sequence HLA-DPA10301-DPB10402. The binding affinity (normalized) is 0.391. (3) The peptide sequence is AQLSQLISLLPSTLQ. The MHC is HLA-DPA10103-DPB10301 with pseudo-sequence HLA-DPA10103-DPB10301. The binding affinity (normalized) is 0.316. (4) The peptide sequence is GLVGAVGGTATAGAF. The MHC is HLA-DQA10102-DQB10602 with pseudo-sequence HLA-DQA10102-DQB10602. The binding affinity (normalized) is 0.364. (5) The peptide sequence is QPNLKALREKVLGLP. The MHC is HLA-DQA10102-DQB10602 with pseudo-sequence HLA-DQA10102-DQB10602. The binding affinity (normalized) is 0.0686. (6) The peptide sequence is VSAISQTEVKEEGKE. The MHC is HLA-DQA10303-DQB10402 with pseudo-sequence HLA-DQA10303-DQB10402. The binding affinity (normalized) is 0. (7) The peptide sequence is FDNIYSVNIERGLGL. The MHC is DRB1_0901 with pseudo-sequence DRB1_0901. The binding affinity (normalized) is 0.726. (8) The peptide sequence is SRAEVSYVHVNGAKF. The MHC is DRB1_0802 with pseudo-sequence DRB1_0802. The binding affinity (normalized) is 0.816. (9) The peptide sequence is LIGPTPVNIIGRNLLTQIGC. The MHC is DRB4_0101 with pseudo-sequence DRB4_0103. The binding affinity (normalized) is 0.0433. (10) The peptide sequence is GELQIWDKIDAAFKI. The MHC is DRB1_1501 with pseudo-sequence DRB1_1501. The binding affinity (normalized) is 0.578.